Task: Predict the reactants needed to synthesize the given product.. Dataset: Full USPTO retrosynthesis dataset with 1.9M reactions from patents (1976-2016) (1) Given the product [CH2:30]([O:29][C:27]([CH2:26][S:25][C:22]1[CH:21]=[CH:20][C:19]([O:18][CH2:2][C:3]2[CH:7]=[CH:6][S:5][C:4]=2[C:8]([O:10][CH3:11])=[O:9])=[CH:24][CH:23]=1)=[O:28])[CH3:31], predict the reactants needed to synthesize it. The reactants are: Br[CH2:2][C:3]1[CH:7]=[CH:6][S:5][C:4]=1[C:8]([O:10][CH3:11])=[O:9].C(=O)([O-])[O-].[K+].[K+].[OH:18][C:19]1[CH:24]=[CH:23][C:22]([S:25][CH2:26][C:27]([O:29][CH2:30][CH3:31])=[O:28])=[CH:21][CH:20]=1. (2) Given the product [F:3][C:4]1[CH:5]=[CH:6][C:7]([C:10]2[CH:15]=[CH:14][C:13]([C:16]([OH:18])=[O:17])=[C:12]([N+:20]([O-:22])=[O:21])[CH:11]=2)=[CH:8][CH:9]=1, predict the reactants needed to synthesize it. The reactants are: [OH-].[Li+].[F:3][C:4]1[CH:9]=[CH:8][C:7]([C:10]2[CH:15]=[CH:14][C:13]([C:16]([O:18]C)=[O:17])=[C:12]([N+:20]([O-:22])=[O:21])[CH:11]=2)=[CH:6][CH:5]=1.CO.O. (3) Given the product [Si:30]([O:37][C:38]1[CH:39]=[CH:40][CH:41]=[C:42]2[C:47]=1[N:46]=[C:45](/[CH:24]=[CH:4]/[O:3][CH3:2])[CH:44]=[CH:43]2)([C:33]([CH3:34])([CH3:36])[CH3:35])([CH3:32])[CH3:31], predict the reactants needed to synthesize it. The reactants are: [Cl-].[CH3:2][O:3][CH2:4][P+](C1C=CC=CC=1)(C1C=CC=CC=1)C1C=CC=CC=1.[CH3:24]C(C)([O-])C.[K+].[Si:30]([O:37][C:38]1[CH:39]=[CH:40][CH:41]=[C:42]2[C:47]=1[N:46]=[C:45](C=O)[CH:44]=[CH:43]2)([C:33]([CH3:36])([CH3:35])[CH3:34])([CH3:32])[CH3:31]. (4) Given the product [C:1]([O:29][CH2:28][CH2:27][N:26]([C:4](=[O:23])[CH2:5][CH2:6][CH2:7][CH2:8][CH2:9][CH2:10][CH2:11][CH2:12][CH2:13][CH2:14][CH2:15][CH2:16][CH2:17][CH2:18][CH2:19][CH2:20][CH3:21])[CH3:25])(=[O:2])[CH2:20][CH2:19][CH2:18][CH2:17][CH2:16][CH2:15][CH2:14][CH2:13][CH2:12][CH2:11][CH2:10][CH2:9][CH2:8][CH2:7][CH2:6][CH2:5][CH3:4], predict the reactants needed to synthesize it. The reactants are: [CH3:1][O-:2].[Na+].[C:4]([O:23]C)(=O)[CH2:5][CH2:6][CH2:7][CH2:8][CH2:9][CH2:10][CH2:11][CH2:12][CH2:13][CH2:14][CH2:15][CH2:16][CH2:17][CH2:18][CH2:19][CH2:20][CH3:21].[CH3:25][NH:26][CH2:27][CH2:28][OH:29]. (5) Given the product [CH3:1][C:2]1[C:3]([NH:75][C:76]2[CH:77]=[CH:78][C:79]([C:80]([O:82][CH2:83][CH3:84])=[O:81])=[CH:85][CH:86]=2)=[CH:4][C:5]2[C:6]([CH3:14])([CH3:13])[CH2:7][CH:8]=[C:9]([CH3:12])[C:10]=2[CH:11]=1, predict the reactants needed to synthesize it. The reactants are: [CH3:1][C:2]1[C:3](OS(C(F)(F)F)(=O)=O)=[CH:4][C:5]2[C:6]([CH3:14])([CH3:13])[CH2:7][CH:8]=[C:9]([CH3:12])[C:10]=2[CH:11]=1.C1C=CC(P(C2C(C3C(P(C4C=CC=CC=4)C4C=CC=CC=4)=CC=C4C=3C=CC=C4)=C3C(C=CC=C3)=CC=2)C2C=CC=CC=2)=CC=1.C([O-])([O-])=O.[Cs+].[Cs+].[NH2:75][C:76]1[CH:86]=[CH:85][C:79]([C:80]([O:82][CH2:83][CH3:84])=[O:81])=[CH:78][CH:77]=1.